Dataset: NCI-60 drug combinations with 297,098 pairs across 59 cell lines. Task: Regression. Given two drug SMILES strings and cell line genomic features, predict the synergy score measuring deviation from expected non-interaction effect. (1) Drug 1: C1=NC2=C(N=C(N=C2N1C3C(C(C(O3)CO)O)O)F)N. Drug 2: CC12CCC3C(C1CCC2OP(=O)(O)O)CCC4=C3C=CC(=C4)OC(=O)N(CCCl)CCCl.[Na+]. Cell line: HS 578T. Synergy scores: CSS=2.11, Synergy_ZIP=3.44, Synergy_Bliss=-4.76, Synergy_Loewe=-4.65, Synergy_HSA=-4.95. (2) Drug 1: CC1C(C(=O)NC(C(=O)N2CCCC2C(=O)N(CC(=O)N(C(C(=O)O1)C(C)C)C)C)C(C)C)NC(=O)C3=C4C(=C(C=C3)C)OC5=C(C(=O)C(=C(C5=N4)C(=O)NC6C(OC(=O)C(N(C(=O)CN(C(=O)C7CCCN7C(=O)C(NC6=O)C(C)C)C)C)C(C)C)C)N)C. Drug 2: CC1=C(C(=O)C2=C(C1=O)N3CC4C(C3(C2COC(=O)N)OC)N4)N. Cell line: HCT-15. Synergy scores: CSS=10.7, Synergy_ZIP=-0.669, Synergy_Bliss=0.566, Synergy_Loewe=-13.6, Synergy_HSA=-2.89. (3) Drug 1: C1CCN(CC1)CCOC2=CC=C(C=C2)C(=O)C3=C(SC4=C3C=CC(=C4)O)C5=CC=C(C=C5)O. Drug 2: CN(CCCl)CCCl.Cl. Cell line: EKVX. Synergy scores: CSS=-2.00, Synergy_ZIP=0.309, Synergy_Bliss=-1.29, Synergy_Loewe=-5.05, Synergy_HSA=-4.73. (4) Drug 1: C1CCN(CC1)CCOC2=CC=C(C=C2)C(=O)C3=C(SC4=C3C=CC(=C4)O)C5=CC=C(C=C5)O. Drug 2: COC1=CC(=CC(=C1O)OC)C2C3C(COC3=O)C(C4=CC5=C(C=C24)OCO5)OC6C(C(C7C(O6)COC(O7)C8=CC=CS8)O)O. Cell line: SNB-19. Synergy scores: CSS=50.6, Synergy_ZIP=6.60, Synergy_Bliss=5.03, Synergy_Loewe=-15.0, Synergy_HSA=5.32. (5) Drug 1: CC1=C2C(C(=O)C3(C(CC4C(C3C(C(C2(C)C)(CC1OC(=O)C(C(C5=CC=CC=C5)NC(=O)OC(C)(C)C)O)O)OC(=O)C6=CC=CC=C6)(CO4)OC(=O)C)O)C)O. Drug 2: CC1C(C(CC(O1)OC2CC(OC(C2O)C)OC3=CC4=CC5=C(C(=O)C(C(C5)C(C(=O)C(C(C)O)O)OC)OC6CC(C(C(O6)C)O)OC7CC(C(C(O7)C)O)OC8CC(C(C(O8)C)O)(C)O)C(=C4C(=C3C)O)O)O)O. Cell line: HT29. Synergy scores: CSS=44.7, Synergy_ZIP=13.1, Synergy_Bliss=13.5, Synergy_Loewe=11.5, Synergy_HSA=12.5. (6) Drug 1: CC1=C2C(C(=O)C3(C(CC4C(C3C(C(C2(C)C)(CC1OC(=O)C(C(C5=CC=CC=C5)NC(=O)OC(C)(C)C)O)O)OC(=O)C6=CC=CC=C6)(CO4)OC(=O)C)OC)C)OC. Drug 2: C1CCC(C1)C(CC#N)N2C=C(C=N2)C3=C4C=CNC4=NC=N3. Cell line: HOP-62. Synergy scores: CSS=50.3, Synergy_ZIP=10.6, Synergy_Bliss=14.9, Synergy_Loewe=-13.5, Synergy_HSA=14.0. (7) Drug 2: CN1CCC(CC1)COC2=C(C=C3C(=C2)N=CN=C3NC4=C(C=C(C=C4)Br)F)OC. Cell line: T-47D. Synergy scores: CSS=15.0, Synergy_ZIP=-0.613, Synergy_Bliss=3.80, Synergy_Loewe=3.85, Synergy_HSA=5.71. Drug 1: C1CCN(CC1)CCOC2=CC=C(C=C2)C(=O)C3=C(SC4=C3C=CC(=C4)O)C5=CC=C(C=C5)O. (8) Drug 1: C1=CC(=C2C(=C1NCCNCCO)C(=O)C3=C(C=CC(=C3C2=O)O)O)NCCNCCO. Drug 2: CC(CN1CC(=O)NC(=O)C1)N2CC(=O)NC(=O)C2. Cell line: MCF7. Synergy scores: CSS=29.7, Synergy_ZIP=-10.4, Synergy_Bliss=-4.62, Synergy_Loewe=-7.14, Synergy_HSA=-0.0363. (9) Drug 1: C1CCC(C1)C(CC#N)N2C=C(C=N2)C3=C4C=CNC4=NC=N3. Drug 2: CC1CCC2CC(C(=CC=CC=CC(CC(C(=O)C(C(C(=CC(C(=O)CC(OC(=O)C3CCCCN3C(=O)C(=O)C1(O2)O)C(C)CC4CCC(C(C4)OC)OCCO)C)C)O)OC)C)C)C)OC. Cell line: HS 578T. Synergy scores: CSS=21.7, Synergy_ZIP=0.335, Synergy_Bliss=6.88, Synergy_Loewe=-10.8, Synergy_HSA=2.04.